Task: Predict the reactants needed to synthesize the given product.. Dataset: Full USPTO retrosynthesis dataset with 1.9M reactions from patents (1976-2016) (1) Given the product [CH:1]12[CH2:8][CH2:7][CH:4]([CH2:5][CH2:6]1)[CH2:3][CH:2]2[C:9]1([CH3:25])[N:13]([CH3:26])[C:12](=[O:14])[N:11]([CH2:15][C:16]2[CH:21]=[CH:20][C:19]([O:22][CH3:23])=[CH:18][CH:17]=2)[C:10]1=[O:24], predict the reactants needed to synthesize it. The reactants are: [CH:1]12[CH2:8][CH2:7][CH:4]([CH2:5][CH2:6]1)[CH2:3][CH:2]2[C:9]1([CH3:25])[NH:13][C:12](=[O:14])[N:11]([CH2:15][C:16]2[CH:21]=[CH:20][C:19]([O:22][CH3:23])=[CH:18][CH:17]=2)[C:10]1=[O:24].[CH3:26]I. (2) Given the product [NH2:1][C:2]1[CH:10]=[C:9]([C:16]2[CH:15]=[N:14][N:13]([CH3:12])[CH:17]=2)[CH:8]=[CH:7][C:3]=1[C:4]([NH2:6])=[O:5], predict the reactants needed to synthesize it. The reactants are: [NH2:1][C:2]1[CH:10]=[C:9](Br)[CH:8]=[CH:7][C:3]=1[C:4]([NH2:6])=[O:5].[CH3:12][N:13]1[CH:17]=[C:16](B2OC(C)(C)C(C)(C)O2)[CH:15]=[N:14]1.C([O-])([O-])=O.[Na+].[Na+]. (3) Given the product [OH:28][C:7]([CH3:14])([C:15](=[O:16])[N:17]1[CH2:22][CH2:21][CH2:20][CH2:19][CH2:18]1)[CH2:6][CH2:5][C:4]1[C:9](=[O:8])[C:10]([CH3:13])=[C:11]([CH3:12])[C:2](=[O:1])[C:3]=1[CH3:23], predict the reactants needed to synthesize it. The reactants are: [OH:1][C:2]1[C:3]([CH3:23])=[C:4]2[C:9](=[C:10]([CH3:13])[C:11]=1[CH3:12])[O:8][C:7]([C:15]([N:17]1[CH2:22][CH2:21][CH2:20][CH2:19][CH2:18]1)=[O:16])([CH3:14])[CH2:6][CH2:5]2.CC([O:28]C)(C)C. (4) Given the product [Cl:35][C:32]1[CH:33]=[CH:34][C:29]([C:26]2[CH:27]=[CH:28][C:23]([C:22]#[C:21][C:18]3[CH:19]=[CH:20][C:15]([O:14][CH2:13][CH2:12][N:1]4[CH2:6][CH2:5][CH2:4][CH2:3][CH2:2]4)=[CH:16][CH:17]=3)=[N:24][CH:25]=2)=[CH:30][CH:31]=1, predict the reactants needed to synthesize it. The reactants are: [NH:1]1[CH2:6][CH2:5][CH2:4][CH2:3][CH2:2]1.CS(O[CH2:12][CH2:13][O:14][C:15]1[CH:20]=[CH:19][C:18]([C:21]#[C:22][C:23]2[CH:28]=[CH:27][C:26]([C:29]3[CH:34]=[CH:33][C:32]([Cl:35])=[CH:31][CH:30]=3)=[CH:25][N:24]=2)=[CH:17][CH:16]=1)(=O)=O. (5) Given the product [ClH:1].[Br:16][C:14]1[CH:13]=[CH:12][C:11]([S:17]([CH2:20][CH3:21])(=[O:19])=[O:18])=[C:10]([CH:15]=1)[CH2:9][NH2:8], predict the reactants needed to synthesize it. The reactants are: [ClH:1].C(OC(=O)[NH:8][CH2:9][C:10]1[CH:15]=[C:14]([Br:16])[CH:13]=[CH:12][C:11]=1[S:17]([CH2:20][CH3:21])(=[O:19])=[O:18])(C)(C)C.